Dataset: Reaction yield outcomes from USPTO patents with 853,638 reactions. Task: Predict the reaction yield, written as a fraction of the theoretical maximum amount of product (1.0 means a 100% yield; for example, 0.34 means a 34% yield). (1) The reactants are [Cl:1][C:2]1[N:7]=[C:6]([CH:8]=C)[C:5]([O:10][CH3:11])=[C:4]([Cl:12])[N:3]=1.ClCCl.C[OH:17]. No catalyst specified. The product is [Cl:1][C:2]1[N:7]=[C:6]([CH:8]=[O:17])[C:5]([O:10][CH3:11])=[C:4]([Cl:12])[N:3]=1. The yield is 1.00. (2) The product is [CH:1]1(/[CH:7]=[C:12](\[CH2:13][CH2:14][CH2:15][CH2:16][CH3:17])/[C:10](=[O:9])[CH3:11])[CH2:2][CH2:3][CH2:4][CH2:5][CH2:6]1. No catalyst specified. The yield is 0.100. The reactants are [CH:1]1([CH:7]=O)[CH2:6][CH2:5][CH2:4][CH2:3][CH2:2]1.[O:9]=[C:10]([CH:12](P(=O)(OCC)OCC)[CH2:13][CH2:14][CH2:15][CH2:16][CH3:17])[CH3:11]. (3) The reactants are Cl.[CH3:2][NH2:3].[Cl:4][C:5]1[N:6]([S:19]([C:22]2[CH:23]=[N:24][CH:25]=[CH:26][CH:27]=2)(=[O:21])=[O:20])[C:7]([C:12]2[CH:17]=[CH:16][CH:15]=[CH:14][C:13]=2[F:18])=[CH:8][C:9]=1[CH:10]=[O:11].[C:38]([O:37][BH-]([O:37][C:38](=[O:40])[CH3:39])[O:37][C:38](=[O:40])[CH3:39])(=[O:40])[CH3:39].[Na+].C[OH:43]. No catalyst specified. The product is [C:38]([OH:37])(=[O:40])/[CH:39]=[CH:9]/[C:10]([OH:11])=[O:43].[Cl:4][C:5]1[N:6]([S:19]([C:22]2[CH:23]=[N:24][CH:25]=[CH:26][CH:27]=2)(=[O:21])=[O:20])[C:7]([C:12]2[CH:17]=[CH:16][CH:15]=[CH:14][C:13]=2[F:18])=[CH:8][C:9]=1[CH2:10][NH:3][CH3:2]. The yield is 0.290. (4) The reactants are [NH:1]([C:5]1[CH:10]=[CH:9][C:8]([OH:11])=[CH:7][CH:6]=1)C(C)=O.[OH-].[K+].[C:14](=[O:16])=[O:15]. No catalyst specified. The product is [NH2:1][C:5]1[CH:6]=[C:7]([C:14]([OH:16])=[O:15])[C:8]([OH:11])=[CH:9][CH:10]=1. The yield is 0.300. (5) The reactants are [NH2:1][C:2]1[N:7]=[C:6]([CH2:8][OH:9])[CH:5]=[CH:4][N:3]=1.[N+:10]([C:13]1[C:22]2[C:17](=[CH:18][CH:19]=[CH:20][CH:21]=2)[C:16](O)=[CH:15][CH:14]=1)([O-:12])=[O:11].C1C=CC(P(C2C=CC=CC=2)C2C=CC=CC=2)=CC=1.CC(OC(/N=N/C(OC(C)C)=O)=O)C. The catalyst is C1COCC1. The product is [N+:10]([C:13]1[C:22]2[C:17](=[CH:18][CH:19]=[CH:20][CH:21]=2)[C:16]([O:9][CH2:8][C:6]2[CH:5]=[CH:4][N:3]=[C:2]([NH2:1])[N:7]=2)=[CH:15][CH:14]=1)([O-:12])=[O:11]. The yield is 0.930. (6) The reactants are [N:1]1[C:5]2[CH:6]=[CH:7][CH:8]=[CH:9][C:4]=2[NH:3][CH:2]=1.C([O-])([O-])=O.[K+].[K+].Br[CH2:17][C:18]1[CH:23]=[CH:22][C:21]([C:24]2[CH:28]=[C:27]([C:29]([NH2:31])=[O:30])[O:26][N:25]=2)=[CH:20][CH:19]=1. The catalyst is CC#N. The product is [N:1]1([CH2:17][C:18]2[CH:19]=[CH:20][C:21]([C:24]3[CH:28]=[C:27]([C:29]([NH2:31])=[O:30])[O:26][N:25]=3)=[CH:22][CH:23]=2)[C:5]2[CH:6]=[CH:7][CH:8]=[CH:9][C:4]=2[N:3]=[CH:2]1. The yield is 0.480. (7) The reactants are Cl[C:2]([O:4]CC)=[O:3].[CH3:7][CH2:8][N:9](C(C)C)C(C)C.[CH3:16][C:17]1[CH:18]=[CH:19][C:20]2[CH:21]([CH3:29])[CH:22]3[CH2:26][NH:25][CH2:24][CH:23]3[C:27]=2[CH:28]=1. The catalyst is C(Cl)Cl. The product is [CH2:8]([NH:9][C:2](=[O:3])[O-:4])[CH3:7].[CH3:16][C:17]1[CH:18]=[CH:19][C:20]2[CH:21]([CH3:29])[CH:22]3[CH2:26][NH:25][CH2:24][CH:23]3[C:27]=2[CH:28]=1. The yield is 0.460. (8) The catalyst is CCO.CCOC(C)=O. The yield is 0.200. The reactants are [F:1][C:2]1[CH:7]=[CH:6][C:5]([C:8](=O)[CH2:9][C:10]2[CH:15]=[CH:14][CH:13]=[C:12]([O:16][CH3:17])[CH:11]=2)=[CH:4][CH:3]=1.[CH2:19]([O:21][C:22]1[CH:23]=[C:24]([CH:27]=[C:28]([N+:31]([O-:33])=[O:32])[C:29]=1[OH:30])[CH:25]=O)[CH3:20].[NH2:34][C:35]([NH2:37])=[O:36].Cl. The product is [CH2:19]([O:21][C:22]1[CH:23]=[C:24]([CH:25]2[C:9]([C:10]3[CH:15]=[CH:14][CH:13]=[C:12]([O:16][CH3:17])[CH:11]=3)=[C:8]([C:5]3[CH:6]=[CH:7][C:2]([F:1])=[CH:3][CH:4]=3)[NH:37][C:35](=[O:36])[NH:34]2)[CH:27]=[C:28]([N+:31]([O-:33])=[O:32])[C:29]=1[OH:30])[CH3:20].